This data is from Full USPTO retrosynthesis dataset with 1.9M reactions from patents (1976-2016). The task is: Predict the reactants needed to synthesize the given product. Given the product [CH3:25][C:16]1[S:17][C:18]([C:19]2[CH:24]=[CH:23][CH:22]=[CH:21][CH:20]=2)=[C:14]([C:12]([N:4]2[CH2:5][C@@H:6]3[C@H:11]([CH2:10][CH2:9][CH2:8][CH2:7]3)[C@H:3]2[CH2:2][NH:1][C:35]([C:34]2[CH:33]=[CH:32][CH:31]=[C:30]3[O:26][CH:27]=[CH:28][C:29]=23)=[O:36])=[O:13])[N:15]=1, predict the reactants needed to synthesize it. The reactants are: [NH2:1][CH2:2][CH:3]1[CH:11]2[CH:6]([CH2:7][CH2:8][CH2:9][CH2:10]2)[CH2:5][N:4]1[C:12]([C:14]1[N:15]=[C:16]([CH3:25])[S:17][C:18]=1[C:19]1[CH:24]=[CH:23][CH:22]=[CH:21][CH:20]=1)=[O:13].[O:26]1[C:30]2=[CH:31][CH:32]=[CH:33][C:34]([C:35](O)=[O:36])=[C:29]2[CH:28]=[CH:27]1.